This data is from Forward reaction prediction with 1.9M reactions from USPTO patents (1976-2016). The task is: Predict the product of the given reaction. (1) The product is: [Cl:1][C:2]1[CH:7]=[C:6]([Cl:8])[CH:5]=[CH:4][C:3]=1[C:9]1[C:10]([CH2:18][NH2:19])=[CH:11][C:12]2[N:13]([CH:15]=[N:16][N:17]=2)[CH:14]=1. Given the reactants [Cl:1][C:2]1[CH:7]=[C:6]([Cl:8])[CH:5]=[CH:4][C:3]=1[C:9]1[C:10]([C:18]#[N:19])=[CH:11][C:12]2[N:13]([CH:15]=[N:16][N:17]=2)[CH:14]=1.B.C1COCC1, predict the reaction product. (2) Given the reactants [Cl:1][C:2]1[CH:3]=[C:4]([C@H:9]([NH:16]C(=O)OC(C)(C)C)[CH2:10][CH2:11][S:12]([CH3:15])(=[O:14])=[O:13])[CH:5]=[CH:6][C:7]=1[Cl:8].Cl.O1CCOCC1, predict the reaction product. The product is: [ClH:1].[Cl:1][C:2]1[CH:3]=[C:4]([C@H:9]([NH2:16])[CH2:10][CH2:11][S:12]([CH3:15])(=[O:14])=[O:13])[CH:5]=[CH:6][C:7]=1[Cl:8].